From a dataset of Tyrosyl-DNA phosphodiesterase HTS with 341,365 compounds. Binary Classification. Given a drug SMILES string, predict its activity (active/inactive) in a high-throughput screening assay against a specified biological target. (1) The drug is O1N2C(N(O)C3C2CCCC3)(CC1(O)C(C)C)C(OC)(C)C. The result is 0 (inactive). (2) The result is 0 (inactive). The molecule is S(C=1NC(=C(C(C1C#N)c1cccnc1)C(OCC)=O)c1ccccc1)C. (3) The drug is FC(F)(F)C1(OCCCC(/C1)=C/CCO)C(=O)NCCN1CCOCC1. The result is 0 (inactive). (4) The molecule is S1C2N(C(=O)C2NC(=O)/C(=N\OC)c2nc(sc2)N)C(=C(C1)COC(=O)C)C([O-])=O. The result is 1 (active). (5) The compound is S(=O)(=O)(N1CCCCCC1)c1cc2c(n(CC(=O)NCC(c3ccccc3)C)cc2)cc1. The result is 0 (inactive). (6) The result is 0 (inactive). The molecule is O(c1c(NC(=O)c2nnn(CC(=O)Nc3ccc(CC)cc3)c2N)cc(cc1)C)C. (7) The compound is S(=O)(=O)(n1nc(OC(=O)c2sccc2)cc1N)C. The result is 0 (inactive). (8) The drug is O=C(Nc1cc2c(cc(N(CC)CC)nc2cc1)C)c1cc(OC)c(OC)cc1. The result is 0 (inactive). (9) The molecule is s1c2c(nc1C)ccc(NC(=O)c1nn(c(=O)c3c1cccc3)CC)c2. The result is 0 (inactive). (10) The compound is S(=O)(=O)(N1CC(CCC1)C(=O)Nc1scc(n1)CC(OCC)=O)c1[nH]cnc1. The result is 0 (inactive).